This data is from hERG Central: cardiac toxicity at 1µM, 10µM, and general inhibition. The task is: Predict hERG channel inhibition at various concentrations. (1) The molecule is Cc1ccc(C(=O)N2CCN(c3ccc([N+](=O)[O-])c(N4CCOCC4)c3)CC2)cc1. Results: hERG_inhib (hERG inhibition (general)): blocker. (2) The drug is Cc1ccc(C(=O)C2CCN(S(=O)(=O)c3c(C)noc3C)CC2)cc1. Results: hERG_inhib (hERG inhibition (general)): blocker. (3) Results: hERG_inhib (hERG inhibition (general)): blocker. The molecule is COc1ccccc1-c1nnc(C2CCN(S(=O)(=O)c3cccc([N+](=O)[O-])c3)CC2)o1. (4) Results: hERG_inhib (hERG inhibition (general)): blocker. The molecule is O=C(CSc1nnc(-c2ccc(Br)cc2)n1CCc1ccccc1)NC1CCS(=O)(=O)C1. (5) The compound is O=C1CCN(CCc2ccccc2)CCN1CCOc1ccccc1. Results: hERG_inhib (hERG inhibition (general)): blocker.